Task: Predict the reactants needed to synthesize the given product.. Dataset: Full USPTO retrosynthesis dataset with 1.9M reactions from patents (1976-2016) (1) Given the product [CH3:1][N:2]([S:12]([C:15]([CH3:18])([CH3:17])[CH3:16])(=[O:14])=[O:13])[C@H:3]1[CH2:8][CH2:7][C@H:6]([C:9]2[NH:32][C:27]3[CH:26]=[C:25]([C:19]4[CH:24]=[CH:23][CH:22]=[CH:21][CH:20]=4)[CH:30]=[CH:29][C:28]=3[N:31]=2)[CH2:5][CH2:4]1, predict the reactants needed to synthesize it. The reactants are: [CH3:1][N:2]([S:12]([C:15]([CH3:18])([CH3:17])[CH3:16])(=[O:14])=[O:13])[C@H:3]1[CH2:8][CH2:7][C@H:6]([C:9](O)=O)[CH2:5][CH2:4]1.[C:19]1([C:25]2[CH:30]=[CH:29][C:28]([NH2:31])=[C:27]([NH2:32])[CH:26]=2)[CH:24]=[CH:23][CH:22]=[CH:21][CH:20]=1. (2) Given the product [Si:1]([O:8][CH2:9][C:10]1[N:11]([CH3:22])[C:12]2[C:17]([CH:18]=1)=[C:16]([CH:23]=[CH2:24])[C:15]([CH:20]=[O:21])=[CH:14][CH:13]=2)([C:4]([CH3:7])([CH3:6])[CH3:5])([CH3:3])[CH3:2], predict the reactants needed to synthesize it. The reactants are: [Si:1]([O:8][CH2:9][C:10]1[N:11]([CH3:22])[C:12]2[C:17]([CH:18]=1)=[C:16](Cl)[C:15]([CH:20]=[O:21])=[CH:14][CH:13]=2)([C:4]([CH3:7])([CH3:6])[CH3:5])([CH3:3])[CH3:2].[CH:23]([B-](F)(F)F)=[CH2:24].[K+].C([O-])([O-])=O.[K+].[K+].O1CCOCC1.